This data is from Forward reaction prediction with 1.9M reactions from USPTO patents (1976-2016). The task is: Predict the product of the given reaction. (1) Given the reactants [CH2:1]([N:8]1[C:16]2[C:11](=[CH:12][C:13]([OH:17])=[CH:14][CH:15]=2)[C:10]([C:18](O)=[O:19])=[C:9]1[CH:21]([CH3:23])[CH3:22])[C:2]1[CH:7]=[CH:6][CH:5]=[CH:4][CH:3]=1.[CH3:24][Li], predict the reaction product. The product is: [CH2:1]([N:8]1[C:16]2[C:11](=[CH:12][C:13]([OH:17])=[CH:14][CH:15]=2)[C:10]([C:18](=[O:19])[CH3:24])=[C:9]1[CH:21]([CH3:23])[CH3:22])[C:2]1[CH:7]=[CH:6][CH:5]=[CH:4][CH:3]=1. (2) Given the reactants [F:1][C:2]([F:15])([F:14])[C:3]1[NH:13][C:6]2=[N:7][CH:8]=[C:9]([CH2:11][NH2:12])[CH:10]=[C:5]2[CH:4]=1.Cl[C:17]1[CH:22]=[C:21]([C:23]([F:26])([F:25])[F:24])[N:20]=[CH:19][N:18]=1.CCN(C(C)C)C(C)C, predict the reaction product. The product is: [F:24][C:23]([F:26])([F:25])[C:21]1[N:20]=[CH:19][N:18]=[C:17]([NH:12][CH2:11][C:9]2[CH:10]=[C:5]3[CH:4]=[C:3]([C:2]([F:1])([F:14])[F:15])[NH:13][C:6]3=[N:7][CH:8]=2)[CH:22]=1.